Dataset: Forward reaction prediction with 1.9M reactions from USPTO patents (1976-2016). Task: Predict the product of the given reaction. (1) Given the reactants F[C:2]1[C:7]([N+:8]([O-:10])=[O:9])=[CH:6][C:5]([NH:11][C:12]2[N:17]=[C:16]([C:18]3[C:26]4[C:21](=[CH:22][CH:23]=[CH:24][CH:25]=4)[N:20]([CH3:27])[CH:19]=3)[CH:15]=[CH:14][N:13]=2)=[C:4]([O:28][CH3:29])[CH:3]=1.Cl.Cl.[CH3:32][N:33]1[CH2:40][CH2:39][CH2:38][C:34]21[CH2:37][NH:36][CH2:35]2.CCN(C(C)C)C(C)C, predict the reaction product. The product is: [CH3:29][O:28][C:4]1[CH:3]=[C:2]([N:36]2[CH2:37][C:34]3([N:33]([CH3:32])[CH2:40][CH2:39][CH2:38]3)[CH2:35]2)[C:7]([N+:8]([O-:10])=[O:9])=[CH:6][C:5]=1[NH:11][C:12]1[N:17]=[C:16]([C:18]2[C:26]3[C:21](=[CH:22][CH:23]=[CH:24][CH:25]=3)[N:20]([CH3:27])[CH:19]=2)[CH:15]=[CH:14][N:13]=1. (2) The product is: [Cl:26][C:23]1[CH:22]=[CH:21][C:20]([CH:19]=[CH:18][CH2:17][NH:7][CH2:8][C:9]2[CH:14]=[CH:13][C:12]([F:15])=[C:11]([F:16])[CH:10]=2)=[CH:25][CH:24]=1. Given the reactants C(OC(=O)[N:7]([CH2:17][CH:18]=[CH:19][C:20]1[CH:25]=[CH:24][C:23]([Cl:26])=[CH:22][CH:21]=1)[CH2:8][C:9]1[CH:14]=[CH:13][C:12]([F:15])=[C:11]([F:16])[CH:10]=1)(C)(C)C.C([O-])([O-])=O.[K+].[K+], predict the reaction product. (3) The product is: [F:19][C:15]1[C:16]([CH3:18])=[CH:17][C:12]([C:6]2[C:5]3[C:10](=[CH:11][C:2]([CH2:25][CH2:24][C:23]([F:28])([F:27])[F:22])=[CH:3][CH:4]=3)[N:9]=[CH:8][N:7]=2)=[CH:13][C:14]=1[CH3:20]. Given the reactants Cl[C:2]1[CH:11]=[C:10]2[C:5]([C:6]([C:12]3[CH:17]=[C:16]([CH3:18])[C:15]([F:19])=[C:14]([CH3:20])[CH:13]=3)=[N:7][CH:8]=[N:9]2)=[CH:4][CH:3]=1.[I-].[F:22][C:23]([F:28])([F:27])[CH2:24][CH2:25][Zn+], predict the reaction product. (4) The product is: [NH2:11][C:8]1[CH:9]=[CH:10][C:2]([CH3:1])=[C:3]([CH:7]=1)[C:4]([OH:6])=[O:5]. Given the reactants [CH3:1][C:2]1[CH:10]=[CH:9][C:8]([N+:11]([O-])=O)=[CH:7][C:3]=1[C:4]([OH:6])=[O:5].CCO, predict the reaction product. (5) Given the reactants C[O:2][C:3]([C:5]1[CH:9]=[CH:8][N:7]([C:10]2[CH2:14][C:13]([C:19]3[CH:24]=[C:23]([Cl:25])[CH:22]=[C:21]([Cl:26])[CH:20]=3)([C:15]([F:18])([F:17])[F:16])[O:12][N:11]=2)[N:6]=1)=[O:4].[OH-].[Na+], predict the reaction product. The product is: [Cl:25][C:23]1[CH:24]=[C:19]([C:13]2([C:15]([F:17])([F:16])[F:18])[O:12][N:11]=[C:10]([N:7]3[CH:8]=[CH:9][C:5]([C:3]([OH:4])=[O:2])=[N:6]3)[CH2:14]2)[CH:20]=[C:21]([Cl:26])[CH:22]=1. (6) Given the reactants [Cl:1][C:2]1[CH:3]=[C:4]([C:18](=[NH:24])[N:19]([CH2:22][CH3:23])[CH2:20][CH3:21])[CH:5]=[CH:6][C:7]=1[CH2:8][S:9][C:10]1[N:15]=[C:14]([OH:16])[CH:13]=[C:12]([CH3:17])[N:11]=1.[ClH:25].O1CCOCC1, predict the reaction product. The product is: [ClH:1].[ClH:25].[Cl:1][C:2]1[CH:3]=[C:4]([C:18](=[NH:24])[N:19]([CH2:22][CH3:23])[CH2:20][CH3:21])[CH:5]=[CH:6][C:7]=1[CH2:8][S:9][C:10]1[N:15]=[C:14]([OH:16])[CH:13]=[C:12]([CH3:17])[N:11]=1. (7) Given the reactants Br[C:2]1[CH:7]=[CH:6][C:5]([C@@H:8]([N:10]2[CH2:15][CH2:14][C@@:13]([C:20]3[CH:25]=[CH:24][C:23]([F:26])=[CH:22][CH:21]=3)([CH2:16][CH2:17][CH2:18][OH:19])[O:12][C:11]2=[O:27])[CH3:9])=[CH:4][CH:3]=1.[F:28][C:29]([F:40])([F:39])[C:30]1[C:35](B(O)O)=[CH:34][CH:33]=[CH:32][N:31]=1, predict the reaction product. The product is: [F:26][C:23]1[CH:24]=[CH:25][C:20]([C@:13]2([CH2:16][CH2:17][CH2:18][OH:19])[O:12][C:11](=[O:27])[N:10]([C@H:8]([C:5]3[CH:6]=[CH:7][C:2]([C:33]4[CH:32]=[N:31][C:30]([C:29]([F:40])([F:39])[F:28])=[CH:35][CH:34]=4)=[CH:3][CH:4]=3)[CH3:9])[CH2:15][CH2:14]2)=[CH:21][CH:22]=1. (8) Given the reactants [Cl:1][C:2]1[CH:3]=[N:4][C:5]2[C:10]([CH:11]=1)=[CH:9][C:8]([C:12](OC)=[O:13])=[CH:7][C:6]=2[I:16].[H-].C(O[Al](OC(C)(C)C)OC(C)(C)C)(C)(C)C.[Li+].CCOC(C)=O.O, predict the reaction product. The product is: [Cl:1][C:2]1[CH:3]=[N:4][C:5]2[C:10]([CH:11]=1)=[CH:9][C:8]([CH2:12][OH:13])=[CH:7][C:6]=2[I:16]. (9) Given the reactants [C:1]([C:5]1[CH:31]=[CH:30][C:8]2[NH:9][C:10]([NH:12][C:13]3[C:14]([O:19][C:20]4[CH:25]=[CH:24][CH:23]=[CH:22][C:21]=4[C:26]([CH3:29])([CH3:28])[CH3:27])=[N:15][CH:16]=[CH:17][CH:18]=3)=[N:11][C:7]=2[CH:6]=1)([CH3:4])([CH3:3])[CH3:2].[H-].[Na+].I[CH3:35], predict the reaction product. The product is: [C:1]([C:5]1[CH:31]=[CH:30][C:8]2[N:9]=[C:10]([NH:12][C:13]3[C:14]([O:19][C:20]4[CH:25]=[CH:24][CH:23]=[CH:22][C:21]=4[C:26]([CH3:29])([CH3:28])[CH3:27])=[N:15][CH:16]=[CH:17][CH:18]=3)[N:11]([CH3:35])[C:7]=2[CH:6]=1)([CH3:4])([CH3:2])[CH3:3].